This data is from Full USPTO retrosynthesis dataset with 1.9M reactions from patents (1976-2016). The task is: Predict the reactants needed to synthesize the given product. (1) Given the product [NH2:58][C:2]1[CH:15]=[C:14]2[C:5]([O:6][CH:7]3[CH:12]([C:13]42[CH2:19][O:18][C:17]([NH:20][C:21](=[O:27])[O:22][C:23]([CH3:26])([CH3:25])[CH3:24])=[N:16]4)[CH2:11][CH2:10][CH2:9][CH2:8]3)=[CH:4][CH:3]=1, predict the reactants needed to synthesize it. The reactants are: Br[C:2]1[CH:15]=[C:14]2[C:5]([O:6][CH:7]3[CH:12]([C:13]42[CH2:19][O:18][C:17]([NH:20][C:21](=[O:27])[O:22][C:23]([CH3:26])([CH3:25])[CH3:24])=[N:16]4)[CH2:11][CH2:10][CH2:9][CH2:8]3)=[CH:4][CH:3]=1.C1(C2C=CC=CC=2)C=CC=CC=1P(C1CCCCC1)C1CCCCC1.[Li+].C[Si]([N-:58][Si](C)(C)C)(C)C.C(=O)([O-])[O-].[K+].[K+]. (2) Given the product [C:26]([NH:30][CH2:31][C:32]1[CH:41]=[C:40]2[C:35]([C@H:36]([NH:42][C:11](=[O:13])[CH2:10][C@H:9]([NH:8][C:6](=[O:7])[O:5][C:1]([CH3:3])([CH3:2])[CH3:4])[CH2:14][S:15]([C:18]3[CH:23]=[CH:22][C:21]([Cl:24])=[C:20]([Cl:25])[CH:19]=3)(=[O:17])=[O:16])[CH2:37][CH2:38][O:39]2)=[CH:34][C:33]=1[Cl:43])([CH3:29])([CH3:27])[CH3:28], predict the reactants needed to synthesize it. The reactants are: [C:1]([O:5][C:6]([NH:8][C@H:9]([CH2:14][S:15]([C:18]1[CH:23]=[CH:22][C:21]([Cl:24])=[C:20]([Cl:25])[CH:19]=1)(=[O:17])=[O:16])[CH2:10][C:11]([OH:13])=O)=[O:7])([CH3:4])([CH3:3])[CH3:2].[C:26]([NH:30][CH2:31][C:32]1[CH:41]=[C:40]2[C:35]([C@H:36]([NH2:42])[CH2:37][CH2:38][O:39]2)=[CH:34][C:33]=1[Cl:43])([CH3:29])([CH3:28])[CH3:27].CN(C(ON1N=NC2C=CC=NC1=2)=[N+](C)C)C.F[P-](F)(F)(F)(F)F.C(N(CC)C(C)C)(C)C. (3) Given the product [NH2:1][C:2]1[N:7]=[CH:6][N:5]=[C:4]2[N:8]([CH:12]([C:14]3[O:15][C:16]4[C:21]([C:22](=[O:31])[C:23]=3[C:24]3[CH:29]=[CH:28][CH:27]=[C:26]([F:30])[CH:25]=3)=[CH:20][CH:19]=[CH:18][CH:17]=4)[CH3:13])[N:9]=[C:10]([C:21]3[CH:20]=[C:44]4[C:14]([C:12]([CH3:13])=[N:8][N:42]4[CH3:41])=[CH:23][CH:22]=3)[C:3]=12, predict the reactants needed to synthesize it. The reactants are: [NH2:1][C:2]1[N:7]=[CH:6][N:5]=[C:4]2[N:8]([CH:12]([C:14]3[O:15][C:16]4[C:21]([C:22](=[O:31])[C:23]=3[C:24]3[CH:29]=[CH:28][CH:27]=[C:26]([F:30])[CH:25]=3)=[CH:20][CH:19]=[CH:18][CH:17]=4)[CH3:13])[N:9]=[C:10](I)[C:3]=12.C(=O)([O-])[O-].[Na+].[Na+].ClCCl.[CH3:41][N:42]([CH:44]=O)C. (4) Given the product [O:24]=[C:22]1[C:13]2[CH:14]=[C:15]([C:16]([O:18][CH3:19])=[O:17])[CH:20]=[CH:21][C:12]=2[O:11][CH2:10][CH2:9][NH:8]1, predict the reactants needed to synthesize it. The reactants are: C(OC([NH:8][CH2:9][CH2:10][O:11][C:12]1[CH:21]=[CH:20][C:15]([C:16]([O:18][CH3:19])=[O:17])=[CH:14][C:13]=1[C:22]([O:24]C)=O)=O)(C)(C)C.C(O)(C(F)(F)F)=O.C1(C)C=CC=CC=1.CCN(CC)CC. (5) The reactants are: [F:1][C:2]1[CH:3]=[C:4]([CH:7]=[CH:8][CH:9]=1)[CH2:5]Cl.[H-].[Na+].[F:12][C:13]([F:22])([F:21])[CH2:14][CH2:15][CH:16]([C:19]#[N:20])[C:17]#[N:18]. Given the product [F:1][C:2]1[CH:3]=[C:4]([CH:7]=[CH:8][CH:9]=1)[CH2:5][C:16]([CH2:15][CH2:14][C:13]([F:12])([F:21])[F:22])([C:17]#[N:18])[C:19]#[N:20], predict the reactants needed to synthesize it. (6) The reactants are: [CH2:1]([S:3](Cl)(=[O:5])=[O:4])[CH3:2].[NH2:7][C:8]1[CH:16]=[CH:15][CH:14]=[C:13]2[C:9]=1[CH:10]=[CH:11][N:12]2[C:17]([C:24]1[CH:29]=[CH:28][C:27]([Cl:30])=[CH:26][CH:25]=1)([CH2:22][CH3:23])[C:18]([O:20][CH3:21])=[O:19].CN1CCOCC1. Given the product [Cl:30][C:27]1[CH:26]=[CH:25][C:24]([C:17]([N:12]2[C:13]3[C:9](=[C:8]([NH:7][S:3]([CH2:1][CH3:2])(=[O:5])=[O:4])[CH:16]=[CH:15][CH:14]=3)[CH:10]=[CH:11]2)([CH2:22][CH3:23])[C:18]([O:20][CH3:21])=[O:19])=[CH:29][CH:28]=1, predict the reactants needed to synthesize it. (7) Given the product [F:28][C:27]([F:30])([F:29])[C:25]([OH:31])=[O:26].[NH2:16][C@H:11]1[CH2:12][CH2:13][CH2:14][CH2:15][N:9]([C:4]2[CH:5]=[CH:6][CH:7]=[CH:8][C:3]=2[O:2][CH3:1])[C:10]1=[O:24], predict the reactants needed to synthesize it. The reactants are: [CH3:1][O:2][C:3]1[CH:8]=[CH:7][CH:6]=[CH:5][C:4]=1[N:9]1[CH2:15][CH2:14][CH2:13][CH2:12][C@H:11]([NH:16]C(=O)OC(C)(C)C)[C:10]1=[O:24].[C:25]([OH:31])([C:27]([F:30])([F:29])[F:28])=[O:26].